Dataset: Full USPTO retrosynthesis dataset with 1.9M reactions from patents (1976-2016). Task: Predict the reactants needed to synthesize the given product. (1) Given the product [OH:1][CH:2]1[N:6]([C:7]([O:9][C:10]([CH3:13])([CH3:12])[CH3:11])=[O:8])[C@H:5]([C:14]([O:16][C:17]([CH3:20])([CH3:19])[CH3:18])=[O:15])[CH2:4][CH2:3]1, predict the reactants needed to synthesize it. The reactants are: [O:1]=[C:2]1[N:6]([C:7]([O:9][C:10]([CH3:13])([CH3:12])[CH3:11])=[O:8])[C@H:5]([C:14]([O:16][C:17]([CH3:20])([CH3:19])[CH3:18])=[O:15])[CH2:4][CH2:3]1.C([BH-](CC)CC)C.[Li+].C(=O)(O)[O-].[Na+].OO. (2) Given the product [CH3:1][C:2]1[N:3]=[C:4]([CH:29]=[O:30])[N:5]([CH2:13][O:14][CH2:15][CH2:16][Si:17]([CH3:19])([CH3:18])[CH3:20])[C:6]=1[C:7]1[CH:12]=[CH:11][CH:10]=[CH:9][CH:8]=1, predict the reactants needed to synthesize it. The reactants are: [CH3:1][C:2]1[N:3]=[CH:4][N:5]([CH2:13][O:14][CH2:15][CH2:16][Si:17]([CH3:20])([CH3:19])[CH3:18])[C:6]=1[C:7]1[CH:12]=[CH:11][CH:10]=[CH:9][CH:8]=1.[Li]CCCC.CN([CH:29]=[O:30])C. (3) The reactants are: [N+](=CC(C1C=[CH:10][C:9]([CH:12]2[CH2:17][CH2:16][N:15]([C:18]([O:20][CH2:21][C:22]3[CH:27]=[CH:26][CH:25]=[CH:24][CH:23]=3)=[O:19])[CH2:14][CH:13]2[O:28][CH2:29][C:30]2[CH:31]=[CH:32][C:33]3[O:38][CH2:37][CH2:36][N:35]([CH2:39][CH2:40][CH2:41][O:42][CH3:43])[C:34]=3[CH:44]=2)=[CH:8][CH:7]=1)=O)=[N-].[OH2:45].[O:46]1[CH2:50][CH2:49][CH2:48][CH2:47]1. Given the product [C:50]([CH2:49][C:48]1[CH:7]=[CH:8][C:9]([CH:12]2[CH2:17][CH2:16][N:15]([C:18]([O:20][CH2:21][C:22]3[CH:23]=[CH:24][CH:25]=[CH:26][CH:27]=3)=[O:19])[CH2:14][CH:13]2[O:28][CH2:29][C:30]2[CH:31]=[CH:32][C:33]3[O:38][CH2:37][CH2:36][N:35]([CH2:39][CH2:40][CH2:41][O:42][CH3:43])[C:34]=3[CH:44]=2)=[CH:10][CH:47]=1)([OH:46])=[O:45], predict the reactants needed to synthesize it. (4) Given the product [NH:6]1[C:5]2[CH:9]=[CH:10][C:2]([N:1]3[CH:14]([C:13]4[CH:16]=[CH:17][C:18]([O:20][CH2:21][CH2:22][CH3:23])=[CH:19][C:12]=4[F:11])[CH2:31][NH:30][C:35]3=[O:36])=[CH:3][C:4]=2[N:8]=[CH:7]1, predict the reactants needed to synthesize it. The reactants are: [NH2:1][C:2]1[CH:10]=[CH:9][C:5]2[N:6]=[CH:7][NH:8][C:4]=2[CH:3]=1.[F:11][C:12]1[CH:19]=[C:18]([O:20][CH2:21][CH2:22][CH3:23])[CH:17]=[CH:16][C:13]=1[CH:14]=O.[Si](C#N)(C)(C)C.[N:30]1([C:35](N2C=CN=C2)=[O:36])C=CN=[CH:31]1. (5) Given the product [CH2:22]([O:29][C:30]1[CH:31]=[CH:32][C:33]([CH2:34][C:9]([O:8][C:7]2[CH:20]=[CH:21][C:4]([CH:1]([CH3:2])[CH3:3])=[CH:5][CH:6]=2)([C:10]([O:12][CH2:13][CH3:14])=[O:11])[C:15]([O:17][CH2:18][CH3:19])=[O:16])=[CH:36][CH:37]=1)[C:23]1[CH:24]=[CH:25][CH:26]=[CH:27][CH:28]=1, predict the reactants needed to synthesize it. The reactants are: [CH:1]([C:4]1[CH:21]=[CH:20][C:7]([O:8][CH:9]([C:15]([O:17][CH2:18][CH3:19])=[O:16])[C:10]([O:12][CH2:13][CH3:14])=[O:11])=[CH:6][CH:5]=1)([CH3:3])[CH3:2].[CH2:22]([O:29][C:30]1[CH:37]=[CH:36][C:33]([CH2:34]Cl)=[CH:32][CH:31]=1)[C:23]1[CH:28]=[CH:27][CH:26]=[CH:25][CH:24]=1.[H-].[Na+]. (6) Given the product [N:1]1([C:7]2[CH:8]=[CH:9][C:10]([NH:13][C:14](=[O:17])[NH:15][NH:16][C:26](=[O:27])[C:25]3[CH:29]=[C:21]([CH:18]([CH3:20])[CH3:19])[C:22]([O:34][CH2:35][O:36][CH3:37])=[CH:23][C:24]=3[O:30][CH2:31][O:32][CH3:33])=[CH:11][CH:12]=2)[CH2:6][CH2:5][O:4][CH2:3][CH2:2]1, predict the reactants needed to synthesize it. The reactants are: [N:1]1([C:7]2[CH:12]=[CH:11][C:10]([NH:13][C:14](=[O:17])[NH:15][NH2:16])=[CH:9][CH:8]=2)[CH2:6][CH2:5][O:4][CH2:3][CH2:2]1.[CH:18]([C:21]1[C:22]([O:34][CH2:35][O:36][CH3:37])=[CH:23][C:24]([O:30][CH2:31][O:32][CH3:33])=[C:25]([CH:29]=1)[C:26](O)=[O:27])([CH3:20])[CH3:19].O.ON1C2C=CC=CC=2N=N1.CN(C)CCCN=C=NCC.C(=O)([O-])O.[Na+].